Dataset: Ames mutagenicity test results for genotoxicity prediction. Task: Regression/Classification. Given a drug SMILES string, predict its toxicity properties. Task type varies by dataset: regression for continuous values (e.g., LD50, hERG inhibition percentage) or binary classification for toxic/non-toxic outcomes (e.g., AMES mutagenicity, cardiotoxicity, hepatotoxicity). Dataset: ames. (1) The molecule is CC(=O)Nc1ccc(Oc2ccc(N(OC(C)=O)C(C)=O)cc2)cc1. The result is 1 (mutagenic). (2) The compound is OC1c2cc3ccc4cccc5ccc(c2C2OC2C1O)c3c45. The result is 1 (mutagenic).